Predict the reactants needed to synthesize the given product. From a dataset of Full USPTO retrosynthesis dataset with 1.9M reactions from patents (1976-2016). (1) The reactants are: [C:1]([C:5]1[N:10]=[C:9]([O:11][C:12]2[C:17]([CH3:18])=[CH:16][C:15]([CH3:19])=[CH:14][C:13]=2[CH3:20])[C:8]([C:21]#N)=[CH:7][CH:6]=1)([CH3:4])([CH3:3])[CH3:2].[OH-:23].[K+].CCO.[OH2:28]. Given the product [C:1]([C:5]1[N:10]=[C:9]([O:11][C:12]2[C:17]([CH3:18])=[CH:16][C:15]([CH3:19])=[CH:14][C:13]=2[CH3:20])[C:8]([C:21]([OH:28])=[O:23])=[CH:7][CH:6]=1)([CH3:4])([CH3:3])[CH3:2], predict the reactants needed to synthesize it. (2) Given the product [Cl:1][C:2]1[CH:7]=[CH:6][C:5]([NH:8][C:9]([NH:10][C:11]2[CH:16]=[CH:15][CH:14]=[C:13]([C:22]3[CH:27]=[N:26][C:25]([N:28]4[CH2:29][CH2:30][CH2:31][CH2:32]4)=[CH:24][CH:23]=3)[CH:12]=2)=[O:20])=[CH:4][CH:3]=1, predict the reactants needed to synthesize it. The reactants are: [Cl:1][C:2]1[CH:7]=[CH:6][C:5]([NH:8][C:9](=[O:20])[NH:10][C:11]2[CH:12]=[C:13](B(O)O)[CH:14]=[CH:15][CH:16]=2)=[CH:4][CH:3]=1.Br[C:22]1[CH:23]=[CH:24][C:25]([N:28]2[CH2:32][CH2:31][CH2:30][CH2:29]2)=[N:26][CH:27]=1.[Na]. (3) Given the product [CH3:33][O:34][CH2:35]/[CH:36]=[CH:37]/[C:38]([NH:1][C@H:2]([C:4]1[N:8]2[CH:9]=[CH:10][N:11]=[C:12]([CH3:13])[C:7]2=[C:6]([C:14]2[CH:15]=[CH:16][C:17]([C:18]([NH:20][C:21]3[CH:26]=[C:25]([C:27]([F:29])([F:30])[F:28])[CH:24]=[CH:23][N:22]=3)=[O:19])=[CH:31][CH:32]=2)[N:5]=1)[CH3:3])=[O:39], predict the reactants needed to synthesize it. The reactants are: [NH2:1][C@H:2]([C:4]1[N:8]2[CH:9]=[CH:10][N:11]=[C:12]([CH3:13])[C:7]2=[C:6]([C:14]2[CH:32]=[CH:31][C:17]([C:18]([NH:20][C:21]3[CH:26]=[C:25]([C:27]([F:30])([F:29])[F:28])[CH:24]=[CH:23][N:22]=3)=[O:19])=[CH:16][CH:15]=2)[N:5]=1)[CH3:3].[CH3:33][O:34][CH2:35]/[CH:36]=[CH:37]/[C:38](O)=[O:39]. (4) Given the product [Br:5][C:6]1[CH:11]=[CH:10][C:9]([CH:12]([C:6]2[CH:11]=[CH:10][C:9]([Cl:1])=[CH:8][CH:7]=2)[CH2:13][NH:14][CH3:15])=[CH:8][CH:7]=1, predict the reactants needed to synthesize it. The reactants are: [Cl-:1].[Al+3].[Cl-].[Cl-].[Br:5][C:6]1[CH:11]=[CH:10][C:9]([CH:12](O)[CH2:13][NH:14][CH3:15])=[CH:8][CH:7]=1.O. (5) Given the product [CH3:13][N:14]1[CH2:19][CH2:18][N:17]([C:8]([C:7]2[CH:11]=[CH:12][C:4]([N+:1]([O-:3])=[O:2])=[CH:5][CH:6]=2)=[O:9])[CH2:16][CH2:15]1, predict the reactants needed to synthesize it. The reactants are: [N+:1]([C:4]1[CH:12]=[CH:11][C:7]([C:8](Cl)=[O:9])=[CH:6][CH:5]=1)([O-:3])=[O:2].[CH3:13][N:14]1[CH2:19][CH2:18][NH:17][CH2:16][CH2:15]1.C(N(CC)CC)C.